This data is from Plasma protein binding rate (PPBR) regression data from AstraZeneca. The task is: Regression/Classification. Given a drug SMILES string, predict its absorption, distribution, metabolism, or excretion properties. Task type varies by dataset: regression for continuous measurements (e.g., permeability, clearance, half-life) or binary classification for categorical outcomes (e.g., BBB penetration, CYP inhibition). For this dataset (ppbr_az), we predict Y. (1) The drug is CCS(=O)(=O)c1ccc(-c2cc(C(F)(F)F)ccc2CCC(=O)O)c(C)c1. The Y is 97.4 %. (2) The drug is Cc1cc(Nc2nc(N[C@@H](C)c3ncc(F)cn3)nc(N3CCOCC3)c2F)n[nH]1. The Y is 91.6 %. (3) The molecule is Cc1cn([C@H]2CCCN([C@H](CC3CCOCC3)c3ccc(C(=O)O)c(Oc4cccc(Cl)c4)c3)C2)c(=O)[nH]c1=O. The Y is 89.3 %. (4) The drug is COCCOc1cc2ncc(C(N)=O)c(Nc3ccc(C)cc3F)c2cc1N1CCN(C)CC1. The Y is 84.9 %.